Predict the reaction yield, written as a fraction of the theoretical maximum amount of product (1.0 means a 100% yield; for example, 0.34 means a 34% yield). From a dataset of Reaction yield outcomes from USPTO patents with 853,638 reactions. The yield is 0.810. The reactants are [C:1]1(=[O:11])[O:6][C:4](=O)[C:3]2=[CH:7][CH:8]=[CH:9][CH:10]=[C:2]12.[CH3:12][C:13]1([CH3:33])[CH:17]([C:18]2[CH:23]=[CH:22][C:21]([CH3:24])=[CH:20][CH:19]=2)[C:16]2[C:25]([CH3:32])=[C:26]([NH2:31])[C:27]([CH3:30])=[C:28]([CH3:29])[C:15]=2[O:14]1.C([O-])(=O)C.[Na+].C(OC(=O)C)(=O)C.[OH-].[Na+]. The catalyst is O1CCCC1. The product is [CH3:12][C:13]1([CH3:33])[CH:17]([C:18]2[CH:19]=[CH:20][C:21]([CH3:24])=[CH:22][CH:23]=2)[C:16]2[C:25]([CH3:32])=[C:26]([N:31]3[C:1](=[O:11])[C:2]4[C:3](=[CH:7][CH:8]=[CH:9][CH:10]=4)[C:4]3=[O:6])[C:27]([CH3:30])=[C:28]([CH3:29])[C:15]=2[O:14]1.